Dataset: Forward reaction prediction with 1.9M reactions from USPTO patents (1976-2016). Task: Predict the product of the given reaction. (1) Given the reactants [NH2:1][C:2]1[N:11]=[CH:10][C:9]([O:12][CH3:13])=[C:8]2[C:3]=1[CH2:4][CH2:5][N:6]([CH2:15][C:16]1[CH:21]=[CH:20][C:19]([F:22])=[CH:18][CH:17]=1)[C:7]2=[O:14].[CH3:23][S:24](Cl)(=[O:26])=[O:25], predict the reaction product. The product is: [F:22][C:19]1[CH:18]=[CH:17][C:16]([CH2:15][N:6]2[CH2:5][CH2:4][C:3]3[C:2]([NH:1][S:24]([CH3:23])(=[O:26])=[O:25])=[N:11][CH:10]=[C:9]([O:12][CH3:13])[C:8]=3[C:7]2=[O:14])=[CH:21][CH:20]=1. (2) Given the reactants C([S:14][CH2:15][CH2:16][OH:17])(C1C=CC=CC=1)C1C=CC=CC=1.[F:18][C:19]1[CH:24]=[CH:23][C:22]([CH:25]([C:27]2[CH:32]=[CH:31][C:30]([F:33])=[CH:29][CH:28]=2)O)=[CH:21][CH:20]=1, predict the reaction product. The product is: [F:18][C:19]1[CH:24]=[CH:23][C:22]([CH:25]([C:27]2[CH:32]=[CH:31][C:30]([F:33])=[CH:29][CH:28]=2)[S:14][CH2:15][CH2:16][OH:17])=[CH:21][CH:20]=1. (3) Given the reactants O=O.[CH3:3][C:4](C)([O-])C.[K+].[C:9]([CH2:12][C:13](=[O:15])[CH3:14])(=[O:11])[CH3:10].ICC, predict the reaction product. The product is: [CH2:3]([CH:12]([C:13](=[O:15])[CH3:14])[C:9](=[O:11])[CH3:10])[CH3:4].